Dataset: Forward reaction prediction with 1.9M reactions from USPTO patents (1976-2016). Task: Predict the product of the given reaction. (1) Given the reactants [C:1]([N:8]1[CH2:13][CH2:12][C:11]([C:16]2[CH:21]=[CH:20][C:19]([F:22])=[CH:18][CH:17]=2)([C:14]#[N:15])[CH2:10][CH2:9]1)([O:3][C:4]([CH3:7])([CH3:6])[CH3:5])=[O:2].[OH-].[NH4+], predict the reaction product. The product is: [C:1]([N:8]1[CH2:9][CH2:10][C:11]([CH2:14][NH2:15])([C:16]2[CH:17]=[CH:18][C:19]([F:22])=[CH:20][CH:21]=2)[CH2:12][CH2:13]1)([O:3][C:4]([CH3:7])([CH3:6])[CH3:5])=[O:2]. (2) Given the reactants CC1C([C:8]2[CH:13]=[CH:12][C:11]([CH2:14][OH:15])=[CH:10][CH:9]=2)=NC=CC=1.[Cr](O[Cr]([O-])(=O)=O)([O-])(=O)=[O:17].[NH+]1C=CC=CC=1.[NH+]1C=CC=CC=1.O, predict the reaction product. The product is: [C:14]([OH:15])(=[O:17])[C:11]1[CH:10]=[CH:9][CH:8]=[CH:13][CH:12]=1. (3) Given the reactants Cl[CH2:2][Si:3]([CH3:6])([CH3:5])[CH3:4].[CH2:7]([NH2:14])[C:8]1[CH:13]=[CH:12][CH:11]=[CH:10][CH:9]=1, predict the reaction product. The product is: [CH3:4][Si:3]([CH2:2][NH:14][CH2:7][C:8]1[CH:13]=[CH:12][CH:11]=[CH:10][CH:9]=1)([CH3:6])[CH3:5]. (4) The product is: [F:1][C:2]1[CH:7]=[CH:6][C:5]([O:8][CH3:9])=[CH:4][C:3]=1[OH:28]. Given the reactants [F:1][C:2]1[CH:7]=[CH:6][C:5]([O:8][CH3:9])=[CH:4][CH:3]=1.CN(CCN(CCN(C)C)C)C.C([Li])CCC.B(OC)(OC)[O:28]C.OO, predict the reaction product. (5) Given the reactants [NH:1]([C:3]1[N:12]=[C:11]([C:13]([F:16])([F:15])[F:14])[CH:10]=[CH:9][C:4]=1[C:5]([O:7][CH3:8])=[O:6])[NH2:2].[C:17]1([N:23]=[C:24]=[O:25])[CH:22]=[CH:21][CH:20]=[CH:19][CH:18]=1, predict the reaction product. The product is: [C:17]1([NH:23][C:24]([NH:2][NH:1][C:3]2[N:12]=[C:11]([C:13]([F:16])([F:14])[F:15])[CH:10]=[CH:9][C:4]=2[C:5]([O:7][CH3:8])=[O:6])=[O:25])[CH:22]=[CH:21][CH:20]=[CH:19][CH:18]=1. (6) The product is: [C:20]1(=[O:30])[N:24]([CH2:50][C@H:49]2[O:52][C@@H:45]([N:44]3[C:53]4[N:54]=[CH:55][N:56]=[C:40]([NH:39][C:31](=[O:38])[C:32]5[CH:37]=[CH:36][CH:35]=[CH:34][CH:33]=5)[C:41]=4[N:42]=[CH:43]3)[CH2:46][C@@H:47]2[OH:48])[C:23](=[O:25])[C:22]2=[CH:26][CH:27]=[CH:28][CH:29]=[C:21]12. Given the reactants C1C=CC(P(C2C=CC=CC=2)C2C=CC=CC=2)=CC=1.[C:20]1(=[O:30])[NH:24][C:23](=[O:25])[C:22]2=[CH:26][CH:27]=[CH:28][CH:29]=[C:21]12.[C:31]([NH:39][C:40]1[C:41]2[N:42]=[CH:43][N:44]([C:53]=2[N:54]=[CH:55][N:56]=1)[C@@H:45]1[O:52][C@H:49]([CH2:50]O)[C@@H:47]([OH:48])[CH2:46]1)(=[O:38])[C:32]1[CH:37]=[CH:36][CH:35]=[CH:34][CH:33]=1.N(C(OC(C)C)=O)=NC(OC(C)C)=O, predict the reaction product. (7) Given the reactants C1(C2C=CC=CC=2)C=CC([N:7]2[C:20]3[C:15](=[CH:16][C:17]([C:21]4[CH:26]=[CH:25][CH:24]=[CH:23][CH:22]=4)=[CH:18][CH:19]=3)[CH2:14][C:13]3[CH:12]=[C:11](Br)[CH:10]=[CH:9][C:8]2=3)=CC=1.[C:34]1([C:68]2[CH:73]=[CH:72][CH:71]=[CH:70][CH:69]=2)[CH:39]=[CH:38][C:37]([N:40](C2C=CC(B3OC(C)(C)C(C)(C)O3)=CC=2)[C:41]2[CH:46]=[CH:45][C:44]([C:47]3[CH:52]=[CH:51][CH:50]=[CH:49][CH:48]=3)=[CH:43][CH:42]=2)=[CH:36][CH:35]=1.C(=O)([O-])[O-].[K+].[K+], predict the reaction product. The product is: [C:17]1([C:21]2[CH:22]=[CH:23][CH:24]=[CH:25][CH:26]=2)[CH:18]=[CH:19][C:20]([N:40]([C:41]2[CH:46]=[CH:45][C:44]([C:47]3[CH:52]=[CH:51][C:50]4[N:7]([C:8]5[CH:9]=[CH:10][C:11]([C:8]6[CH:9]=[CH:10][CH:11]=[CH:12][CH:13]=6)=[CH:12][CH:13]=5)[C:20]5[C:15](=[CH:16][C:17]([C:21]6[CH:22]=[CH:23][CH:24]=[CH:25][CH:26]=6)=[CH:18][CH:19]=5)[CH2:14][C:49]=4[CH:48]=3)=[CH:43][CH:42]=2)[C:37]2[CH:36]=[CH:35][C:34]([C:68]3[CH:69]=[CH:70][CH:71]=[CH:72][CH:73]=3)=[CH:39][CH:38]=2)=[CH:15][CH:16]=1.